This data is from Forward reaction prediction with 1.9M reactions from USPTO patents (1976-2016). The task is: Predict the product of the given reaction. (1) Given the reactants [CH:1]12[CH2:10][CH:5]3[CH2:6][CH:7]([CH2:9][CH:3]([CH2:4]3)[CH:2]1[N:11]1[C:14](=[O:15])[C:13]([CH3:17])([CH3:16])[NH:12]1)[CH2:8]2.[Cl:18][C:19]1[CH:24]=[CH:23][CH:22]=[CH:21][C:20]=1[S:25](Cl)(=[O:27])=[O:26], predict the reaction product. The product is: [Cl:18][C:19]1[CH:24]=[CH:23][CH:22]=[CH:21][C:20]=1[S:25]([N:12]1[C:13]([CH3:17])([CH3:16])[C:14](=[O:15])[N:11]1[CH:2]1[CH:3]2[CH2:4][CH:5]3[CH2:6][CH:7]([CH2:8][CH:1]1[CH2:10]3)[CH2:9]2)(=[O:27])=[O:26]. (2) Given the reactants [F:1][C:2]([F:17])([F:16])[C:3]1[CH:7]=[CH:6][N:5]([C:8]2[CH:13]=[CH:12][C:11]([O:14][CH3:15])=[CH:10][CH:9]=2)[N:4]=1.FC(F)(F)[C:20]([OH:22])=[O:21], predict the reaction product. The product is: [F:17][C:2]([F:1])([F:16])[C:3]1[CH:7]=[C:6]([C:20]([OH:22])=[O:21])[N:5]([C:8]2[CH:9]=[CH:10][C:11]([O:14][CH3:15])=[CH:12][CH:13]=2)[N:4]=1. (3) Given the reactants Cl[C:2]1[CH:3]=[C:4]([CH:9]=C[CH:11]=1)[C:5](OO)=[O:6].[OH:12][C:13]1[CH:14]=[C:15]([S:19][C:20]2[C:28]3[C:27](=[O:29])[N:26]([CH3:30])[C:25](=[O:31])[N:24]([CH2:32][CH:33]([CH3:35])[CH3:34])[C:23]=3[S:22][C:21]=2[CH2:36][C:37]2[C:46]3[C:41](=[CH:42][CH:43]=[CH:44][CH:45]=3)[CH:40]=[CH:39][CH:38]=2)[CH:16]=[CH:17][CH:18]=1.C(OCC)(=O)C, predict the reaction product. The product is: [CH3:11][CH2:2][CH2:3][CH:4]([CH3:9])[CH3:5].[OH:12][C:13]1[CH:14]=[C:15]([S:19]([C:20]2[C:28]3[C:27](=[O:29])[N:26]([CH3:30])[C:25](=[O:31])[N:24]([CH2:32][CH:33]([CH3:34])[CH3:35])[C:23]=3[S:22][C:21]=2[CH2:36][C:37]2[C:46]3[C:41](=[CH:42][CH:43]=[CH:44][CH:45]=3)[CH:40]=[CH:39][CH:38]=2)=[O:6])[CH:16]=[CH:17][CH:18]=1. (4) Given the reactants C([N:8]1[CH2:21][CH2:20][C:19]2[C:18]3[C:13](=[CH:14][CH:15]=[C:16]4[O:25][CH2:24][CH:23]=[CH:22][C:17]4=3)[NH:12][C:11]=2[CH2:10][CH2:9]1)C1C=CC=CC=1.[ClH:26], predict the reaction product. The product is: [ClH:26].[CH2:22]1[C:17]2=[C:18]3[C:13](=[CH:14][CH:15]=[C:16]2[O:25][CH2:24][CH2:23]1)[NH:12][C:11]1[CH2:10][CH2:9][NH:8][CH2:21][CH2:20][C:19]3=1.